From a dataset of Full USPTO retrosynthesis dataset with 1.9M reactions from patents (1976-2016). Predict the reactants needed to synthesize the given product. (1) Given the product [Cl:1][C:2]1[CH:8]=[C:7]([F:9])[C:5]([N:6]=[C:22]=[S:23])=[C:4]([O:10][CH3:11])[C:3]=1[N+:12]([O-:14])=[O:13], predict the reactants needed to synthesize it. The reactants are: [Cl:1][C:2]1[CH:8]=[C:7]([F:9])[C:5]([NH2:6])=[C:4]([O:10][CH3:11])[C:3]=1[N+:12]([O-:14])=[O:13].C(N(CC)CC)C.[C:22](Cl)(Cl)=[S:23]. (2) Given the product [CH3:31][N:18]([C:19]1[CH:24]=[CH:23][N:22]=[C:21]([C:25]2[CH:30]=[CH:29][CH:28]=[CH:27][CH:26]=2)[N:20]=1)[C:16]1[CH:15]=[CH:14][N:13]=[C:12]([NH:11][C@H:3]([CH2:4][C:5]2[CH:10]=[CH:9][CH:8]=[CH:7][CH:6]=2)[CH2:2][NH:1][C:41](=[O:42])[CH2:40][NH:39][C:37](=[O:38])[O:36][C:32]([CH3:33])([CH3:34])[CH3:35])[N:17]=1, predict the reactants needed to synthesize it. The reactants are: [NH2:1][CH2:2][C@H:3]([NH:11][C:12]1[N:17]=[C:16]([N:18]([CH3:31])[C:19]2[CH:24]=[CH:23][N:22]=[C:21]([C:25]3[CH:30]=[CH:29][CH:28]=[CH:27][CH:26]=3)[N:20]=2)[CH:15]=[CH:14][N:13]=1)[CH2:4][C:5]1[CH:10]=[CH:9][CH:8]=[CH:7][CH:6]=1.[C:32]([O:36][C:37]([NH:39][CH2:40][C:41](O)=[O:42])=[O:38])([CH3:35])([CH3:34])[CH3:33].N=C=N.